From a dataset of Catalyst prediction with 721,799 reactions and 888 catalyst types from USPTO. Predict which catalyst facilitates the given reaction. (1) Reactant: [Cl-].[Cl-].[Cl-].[Al+3].[N-:5]=[N+:6]=[N-:7].[Na+].[CH3:9][O:10][C:11]1[CH:16]=[CH:15][CH:14]=[C:13]([N:17]=[C:18]=[O:19])[C:12]=1[CH3:20].N([O-])=O.[Na+].Cl. Product: [CH3:20][C:12]1[C:11]([O:10][CH3:9])=[CH:16][CH:15]=[CH:14][C:13]=1[N:17]1[C:18](=[O:19])[NH:7][N:6]=[N:5]1. The catalyst class is: 145. (2) Reactant: [CH3:1][C:2]1[CH:10]=[CH:9][C:5]([C:6]([NH2:8])=[O:7])=[CH:4][C:3]=1[C:11]1[CH:12]=[C:13]2[C:18](=[CH:19][CH:20]=1)[C:17]([N:21]1[CH2:26][CH2:25][S:24][CH2:23][CH2:22]1)=[N:16][N:15]=[CH:14]2.[OH:27]OS([O-])=O.[K+]. Product: [CH3:1][C:2]1[CH:10]=[CH:9][C:5]([C:6]([NH2:8])=[O:7])=[CH:4][C:3]=1[C:11]1[CH:12]=[C:13]2[C:18](=[CH:19][CH:20]=1)[C:17]([N:21]1[CH2:26][CH2:25][S:24](=[O:27])[CH2:23][CH2:22]1)=[N:16][N:15]=[CH:14]2. The catalyst class is: 24.